This data is from Full USPTO retrosynthesis dataset with 1.9M reactions from patents (1976-2016). The task is: Predict the reactants needed to synthesize the given product. (1) The reactants are: [CH3:1][O:2][C:3]1[C:4]([CH3:33])=[C:5]([C:24]([O:31][CH3:32])=[C:25]([O:29][CH3:30])[C:26]=1[O:27][CH3:28])[CH2:6][C:7]1[CH:8]=[CH:9][C:10]([O:17][C:18]2[CH:23]=[CH:22][CH:21]=[CH:20][CH:19]=2)=[C:11]([CH:16]=1)[C:12]([O:14]C)=[O:13].Cl. Given the product [CH3:1][O:2][C:3]1[C:4]([CH3:33])=[C:5]([C:24]([O:31][CH3:32])=[C:25]([O:29][CH3:30])[C:26]=1[O:27][CH3:28])[CH2:6][C:7]1[CH:8]=[CH:9][C:10]([O:17][C:18]2[CH:23]=[CH:22][CH:21]=[CH:20][CH:19]=2)=[C:11]([CH:16]=1)[C:12]([OH:14])=[O:13], predict the reactants needed to synthesize it. (2) Given the product [NH2:1][C:2]1[N:7]=[C:6]([NH:8][CH2:9][C:10]([NH:12][C:13]2[CH:18]=[CH:17][CH:16]=[C:15]([C:19]([F:22])([F:20])[F:21])[CH:14]=2)=[O:11])[C:5]([CH2:23][OH:24])=[C:4]([S:25][CH3:26])[N:3]=1, predict the reactants needed to synthesize it. The reactants are: [NH2:1][C:2]1[N:7]=[C:6]([NH:8][CH2:9][C:10]([NH:12][C:13]2[CH:18]=[CH:17][CH:16]=[C:15]([C:19]([F:22])([F:21])[F:20])[CH:14]=2)=[O:11])[C:5]([CH:23]=[O:24])=[C:4]([S:25][CH3:26])[N:3]=1.[BH4-].[Na+]. (3) Given the product [NH2:2][CH:3]([C:16]1[CH:17]=[CH:18][CH:19]=[CH:20][CH:21]=1)[CH2:4][CH2:5][CH2:6][CH2:7][NH:8][C:9](=[O:15])[O:10][C:11]([CH3:14])([CH3:13])[CH3:12], predict the reactants needed to synthesize it. The reactants are: O/[N:2]=[C:3](/[C:16]1[CH:21]=[CH:20][CH:19]=[CH:18][CH:17]=1)\[CH2:4][CH2:5][CH2:6][CH2:7][NH:8][C:9](=[O:15])[O:10][C:11]([CH3:14])([CH3:13])[CH3:12].